From a dataset of Forward reaction prediction with 1.9M reactions from USPTO patents (1976-2016). Predict the product of the given reaction. (1) Given the reactants [O:1]1[CH2:6][CH:5]=[C:4]([C:7]2[C:8]([O:13][C:14]3[CH:19]=[CH:18][C:17]([C:20]([C:22]4[N:26]([CH3:27])[C:25]5[CH:28]=[CH:29][CH:30]=[CH:31][C:24]=5[N:23]=4)=[O:21])=[CH:16][CH:15]=3)=[N:9][CH:10]=[CH:11][CH:12]=2)[CH2:3][CH2:2]1, predict the reaction product. The product is: [CH3:27][N:26]1[C:25]2[CH:28]=[CH:29][CH:30]=[CH:31][C:24]=2[N:23]=[C:22]1[C:20]([C:17]1[CH:16]=[CH:15][C:14]([O:13][C:8]2[C:7]([CH:4]3[CH2:5][CH2:6][O:1][CH2:2][CH2:3]3)=[CH:12][CH:11]=[CH:10][N:9]=2)=[CH:19][CH:18]=1)=[O:21]. (2) Given the reactants [CH3:1][C:2]1[CH:6]=[C:5]([NH:7][C:8](=[O:15])OCC(Cl)(Cl)Cl)[S:4][N:3]=1.[C:16]1([C:22]2[N:26]=[C:25]([N:27]3[CH2:32][CH2:31][NH:30][CH2:29][CH2:28]3)[S:24][N:23]=2)[CH:21]=[CH:20][CH:19]=[CH:18][CH:17]=1.C(N(C(C)C)CC)(C)C.O, predict the reaction product. The product is: [CH3:1][C:2]1[CH:6]=[C:5]([NH:7][C:8]([N:30]2[CH2:31][CH2:32][N:27]([C:25]3[S:24][N:23]=[C:22]([C:16]4[CH:21]=[CH:20][CH:19]=[CH:18][CH:17]=4)[N:26]=3)[CH2:28][CH2:29]2)=[O:15])[S:4][N:3]=1. (3) Given the reactants [CH3:1][O:2][CH2:3][CH2:4][O:5][C:6]1[CH:11]=[C:10]2[C:12]([NH:16][C:17]3[CH:22]=[C:21]([C:23]#[CH:24])[CH:20]=[CH:19][CH:18]=3)=[N:13][CH:14]=[N:15][C:9]2=[CH:8][C:7]=1[O:25][CH2:26][CH2:27][O:28][CH3:29].[ClH:30], predict the reaction product. The product is: [CH3:1][O:2][CH2:3][CH2:4][O:5][C:6]1[CH:11]=[C:10]2[C:12]([NH:16][C:17]3[CH:18]=[CH:19][CH:20]=[C:21]([C:23]#[CH:24])[CH:22]=3)=[N:13][CH:14]=[N:15][C:9]2=[CH:8][C:7]=1[O:25][CH2:26][CH2:27][O:28][CH3:29].[ClH:30].